This data is from Drug-target binding data from BindingDB using Ki measurements. The task is: Regression. Given a target protein amino acid sequence and a drug SMILES string, predict the binding affinity score between them. We predict pKi (pKi = -log10(Ki in M); higher means stronger inhibition). Dataset: bindingdb_ki. (1) The compound is [NH3+][C@@H](CCSCCC(=O)NCC(=O)O)C(=O)O. The target protein (P07314) has sequence MKNRFLVLGLVAVVLVFVIIGLCIWLPTTSGKPDHVYSRAAVATDAKRCSEIGRDMLQEGGSVVDAAIASLLCMGLINAHSMGIGGGLFFTIYNSTTRKAEVINAREMAPRLANTSMFNNSKDSEEGGLSVAVPGEIRGYELAHQRHGRLPWARLFQPSIQLARHGFPVGKGLARALDKKRDIIEKTPALCEVFCRQGKVLQEGETVTMPKLADTLQILAQEGARAFYNGSLTAQIVKDIQEAGGIMTVEDLNNYRAEVIEHPMSIGLGDSTLYVPSAPLSGPVLILILNILKGYNFSPKSVATPEQKALTYHRIVEAFRFAYAKRTMLGDPKFVDVSQVIRNMSSEFYATQLRARITDETTHPTAYYEPEFYLPDDGGTAHLSVVSEDGSAVAATSTINLYFGSKVLSRVSGILFNDEMDDFSSPNFTNQFGVAPSPANFIKPGKQPLSSMCPSIIVDKDGKVRMVVGASGGTQITTSVALAIINSLWFGYDVKRAVEE.... The pKi is 3.3. (2) The compound is Nc1cccc(SC(=O)NC(CCC(=O)O)C(=O)O)c1. The target protein sequence is MHARRLPRLLPLALAFLLSPAAFAADTPAAELLRQAEAERPAYLDTLRQLVAVDSGTGQAEGLGQLSALLAERLQALGAQVRSAPATPSAGDNLVATLDGTGSKRFLLMIHYDTVFAAGSAAKRPFREDAERAYGPGVADAKGGVAMVLHALALLRQQGFRDYGRITVLFNPDEETGSAGSKQLIAELARQQDYVFSYEPPDRDAVTVATNGIDGLLLEVKGRSSHAGSAPEQGRNAILELSHQLLRLKDLGDPAKGTTLNWTLARGGEKRNIIPAEASAEADMRYSDPAESERVLADARKLTGERLVADTEVSLRLDKGRPPLVKNPASQRLAETAQTLYGRIGKRIEPIAMRFGTDAGYAYVPGSDKPAVLETLGVVGAGLHSEAEYLELSSIAPRLYLTVALIRELSAD. The pKi is 5.6. (3) The compound is C=C/C(C)=C/[C@@]1(C)SC(=O)C(CCCCN=[N+]=[N-])=C1O. The target protein sequence is MSQPSTANGGFPSVVVTAVTATTSISPDIESTWKGLLAGESGIHALEDEFVTKWDLAVKIGGHLKDPVDSHMGRLDMRRMSYVQRMGKLLGGQLWESAGSPEVDPDRFAVVVGTGLGGAERIVESYDLMNAGGPRKVSPLAVQMIMPNGAAAVIGLQLGARAGVMTPVSAQSSGSEAIAHAWRQIVMGDADVAVCGGVEGPIEALPIAAFSMMRAMSTRNDEPERASRPFDKDRDGFVFGEAGALMLIETEEHAKARGAKPLARLLGAGITSDAFHMVAPAADGVRAGRAMTRSLELAGLSPADIDHVNAHGTATPIGDAAEANAIRVAGCDQAAVYAPKSALGHSIGAVGALESVLTVLTLRDGVIPPTLNYETPDPEIDLDVVAGEPRYGDYRYAVNNSFGFGGHNVALAFGRY. The pKi is 3.4. (4) The small molecule is CC[C@H](C)[C@H](NC(=O)[C@H](Cc1ccc(O)cc1)NC(=O)[C@H](Cc1c[nH]cn1)NC(=O)[C@H](CCCN=C(N)N)NC(=O)[C@H](CC(C)C)NC(=O)[C@H](C)NC(=O)[C@H](CO)NC(=O)[C@H](Cc1ccc(O)cc1)NC(=O)[C@H](Cc1ccc(O)cc1)NC(=O)[C@H](CCCN=C(N)N)NC(=O)[C@H](C)NC(=O)[C@H](CCSC)NC(=O)[C@H](CC(=O)O)NC(=O)[C@H](CCC(=O)O)NC(=O)[C@H](C)NC(=O)[C@@H]1CCCN1C(=O)[C@H](C)NC(=O)[C@H](CC(=O)O)NC(=O)[C@H](CCC(=O)O)NC(=O)CNC(=O)[C@@H]1CCCN1C(=O)[C@H](CC(N)=O)NC(=O)[C@H](CC(=O)O)NC(=O)[C@@H]1CCCN1C(=O)[C@H](CCCCN)NC(=O)[C@H](CO)NC(=O)[C@@H]1CCCN1C(=O)[C@@H](N)Cc1ccc(O)cc1)C(=O)N[C@@H](CC(N)=O)C(=O)N[C@@H](CC(C)C)C(=O)N[C@H](C(=O)N[C@H](C(=O)N[C@@H](CCCN=C(N)N)C(=O)N1CCC[C@H]1C(=O)N[C@@H](CCCN=C(N)N)C(=O)N[C@@H](Cc1ccc(O)cc1)C(N)=O)[C@@H](C)O)C(C)C. The target protein sequence is MNASVLDPLGNNSSHLNFSEKNSQILQFEDEDCHVPLAMVFTLALAYGTVIILGVSGNLALIVIILKQKEMRNVTNILIVNLSFSDLLVTIMCLPFTFVYTLMDHWIFGEAMCKLNPFVQCASITVSVFSLVLIAIERHQLIINPRGWRPNNRHAYMGIAAIWVLATASSLPFLIYHVLTDEPFRNITFDEYKDKYVCLDLFPLDTARLSYTTTLLVIQYFGPLCFIFICYLKIYFRLKKRSNMMDKMRDSKYRSSETKRINIMLISIVVAFAVCWLPLTIFNIVFDWNHEILPVATCSHNLLFLICHLTAMISTCVNPIFYGFLNKNFQRDLQFLFHFCHFRSREEDYETIAMSTMHTDVSKTSLKQASPVAFKKINSDDDDKI. The pKi is 9.3.